This data is from Full USPTO retrosynthesis dataset with 1.9M reactions from patents (1976-2016). The task is: Predict the reactants needed to synthesize the given product. (1) Given the product [OH:22][C:10]1([CH2:11][C:12]([O:14][CH3:15])=[O:13])[C:9]2[C:4](=[CH:5][CH:6]=[CH:7][CH:8]=2)[N:3]([CH:16]2[CH2:21][CH2:20][N:19]([CH2:60][C:61]3[C:70]4[C:65](=[CH:66][CH:67]=[CH:68][C:69]=4[CH3:71])[CH:64]=[CH:63][CH:62]=3)[CH2:18][CH2:17]2)[C:2]1=[O:1], predict the reactants needed to synthesize it. The reactants are: [O:1]=[C:2]1[CH:10]([CH2:11][C:12]([O:14][CH3:15])=[O:13])[C:9]2[C:4](=[CH:5][CH:6]=[CH:7][CH:8]=2)[N:3]1[CH:16]1[CH2:21][CH2:20][NH:19][CH2:18][CH2:17]1.[OH:22]C(C(F)(F)F)=O.O=C1C(CC(OC)=O)C2C(=CC=CC=2)N1C1CCNCC1.C(N(CC)CC)C.[I-].[Na+].Cl[CH2:60][C:61]1[C:70]2[C:65](=[CH:66][CH:67]=[CH:68][C:69]=2[CH3:71])[CH:64]=[CH:63][CH:62]=1. (2) Given the product [N+:1]([C:4]1[CH:12]=[C:11]2[C:7]([C:8]([C:13]3[CH:14]=[CH:15][C:16]([C:17]#[N:18])=[CH:19][CH:20]=3)=[CH:9][N:10]2[C:30]2[CH:31]=[N:32][CH:33]=[CH:34][CH:35]=2)=[CH:6][CH:5]=1)([O-:3])=[O:2], predict the reactants needed to synthesize it. The reactants are: [N+:1]([C:4]1[CH:12]=[C:11]2[C:7]([C:8]([C:13]3[CH:20]=[CH:19][C:16]([C:17]#[N:18])=[CH:15][CH:14]=3)=[CH:9][NH:10]2)=[CH:6][CH:5]=1)([O-:3])=[O:2].[O-]P([O-])([O-])=O.[K+].[K+].[K+].Br[C:30]1[CH:31]=[N:32][CH:33]=[CH:34][CH:35]=1.CN[C@@H]1CCCC[C@H]1NC. (3) The reactants are: [CH3:1][C:2]([C:5]1[CH:10]=[CH:9][C:8]([C:11]2[N:12]=[C:13]([NH2:22])[S:14][C:15]=2[C:16]2[CH:21]=[CH:20][N:19]=[CH:18][CH:17]=2)=[CH:7][CH:6]=1)([CH3:4])[CH3:3].[C:23](Cl)(=[O:30])[C:24]1[CH:29]=[CH:28][CH:27]=[CH:26][CH:25]=1.C(=O)([O-])O.[Na+]. Given the product [CH3:4][C:2]([C:5]1[CH:10]=[CH:9][C:8]([C:11]2[N:12]=[C:13]([NH:22][C:23](=[O:30])[C:24]3[CH:29]=[CH:28][CH:27]=[CH:26][CH:25]=3)[S:14][C:15]=2[C:16]2[CH:17]=[CH:18][N:19]=[CH:20][CH:21]=2)=[CH:7][CH:6]=1)([CH3:1])[CH3:3], predict the reactants needed to synthesize it. (4) Given the product [CH2:27]([O:29][C:30](=[O:55])[CH2:31][N:32]1[C:40]2[C:35](=[C:36]([Br:41])[CH:37]=[CH:38][CH:39]=2)[C:34]([C:42]2[C:43]([OH:53])=[CH:44][C:45]3[O:49][C:48]([CH3:51])([CH3:50])[CH2:47][C:46]=3[CH:52]=2)([CH2:5][OH:16])[C:33]1=[O:54])[CH3:28], predict the reactants needed to synthesize it. The reactants are: BrC1C=CC=C2C=1C(C1C(O)=CC3OCOC=3C=1)[C:5](=[O:16])N2CCCCC.[CH2:27]([O:29][C:30](=[O:55])[CH2:31][N:32]1[C:40]2[C:35](=[C:36]([Br:41])[CH:37]=[CH:38][CH:39]=2)[CH:34]([C:42]2[C:43]([OH:53])=[CH:44][C:45]3[O:49][C:48]([CH3:51])([CH3:50])[CH2:47][C:46]=3[CH:52]=2)[C:33]1=[O:54])[CH3:28]. (5) Given the product [NH2:22][C:20]1[C:19]([O:25][CH3:26])=[CH:18][C:16]2[CH2:17][NH:11][CH2:12][C:13](=[O:27])[NH:14][C:15]=2[CH:21]=1, predict the reactants needed to synthesize it. The reactants are: C(OC([N:11]1[CH2:17][C:16]2[CH:18]=[C:19]([O:25][CH3:26])[C:20]([N+:22]([O-])=O)=[CH:21][C:15]=2[NH:14][C:13](=[O:27])[CH2:12]1)=O)C1C=CC=CC=1. (6) The reactants are: [F:1][C:2]1([F:29])[CH2:7][CH2:6][N:5]([C:8]([C:10]2[NH:11][C:12]3[C:17]([CH:18]=2)=[CH:16][C:15]([O:19][CH:20]2[CH2:25][CH2:24][N:23]([CH:26]([CH3:28])[CH3:27])[CH2:22][CH2:21]2)=[CH:14][CH:13]=3)=[O:9])[CH2:4][CH2:3]1.[C:30]([C:32]1[CH:33]=[C:34](B(O)O)[CH:35]=[CH:36][CH:37]=1)#[N:31]. Given the product [F:29][C:2]1([F:1])[CH2:7][CH2:6][N:5]([C:8]([C:10]2[N:11]([C:36]3[CH:37]=[C:32]([CH:33]=[CH:34][CH:35]=3)[C:30]#[N:31])[C:12]3[C:17]([CH:18]=2)=[CH:16][C:15]([O:19][CH:20]2[CH2:25][CH2:24][N:23]([CH:26]([CH3:27])[CH3:28])[CH2:22][CH2:21]2)=[CH:14][CH:13]=3)=[O:9])[CH2:4][CH2:3]1, predict the reactants needed to synthesize it.